Dataset: Reaction yield outcomes from USPTO patents with 853,638 reactions. Task: Predict the reaction yield, written as a fraction of the theoretical maximum amount of product (1.0 means a 100% yield; for example, 0.34 means a 34% yield). (1) The reactants are [CH:1]12[O:9][CH:5]([CH2:6][NH:7][CH2:8]1)[CH2:4][N:3]([C:10]1[CH:15]=[CH:14][C:13]([NH:16][C:17]3[N:22]=[C:21]([C:23]4[N:27]5[CH:28]=[CH:29][CH:30]=[C:31]([F:32])[C:26]5=[N:25][CH:24]=4)[C:20]([Cl:33])=[CH:19][N:18]=3)=[C:12]([O:34][CH3:35])[CH:11]=1)[CH2:2]2.Cl[CH2:37][C:38]([N:40]([CH3:42])[CH3:41])=[O:39].C(=O)([O-])[O-].[K+].[K+]. The catalyst is CN(C=O)C. The product is [Cl:33][C:20]1[C:21]([C:23]2[N:27]3[CH:28]=[CH:29][CH:30]=[C:31]([F:32])[C:26]3=[N:25][CH:24]=2)=[N:22][C:17]([NH:16][C:13]2[CH:14]=[CH:15][C:10]([N:3]3[CH2:4][CH:5]4[O:9][CH:1]([CH2:8][N:7]([CH2:37][C:38]([N:40]([CH3:42])[CH3:41])=[O:39])[CH2:6]4)[CH2:2]3)=[CH:11][C:12]=2[O:34][CH3:35])=[N:18][CH:19]=1. The yield is 0.510. (2) The reactants are [Br:1][C:2]1[C:3](F)=[C:4]2[C:10]([NH:11][C:12]([C:14]3[CH:18]=[C:17]([CH3:19])[O:16][N:15]=3)=[O:13])=[CH:9][NH:8][C:5]2=[N:6][CH:7]=1.[NH:21]1[CH2:26][CH2:25][CH2:24][C@@H:23]([NH:27][C:28](=[O:34])[O:29][C:30]([CH3:33])([CH3:32])[CH3:31])[CH2:22]1. The catalyst is CCCCO. The product is [Br:1][C:2]1[C:3]([N:21]2[CH2:26][CH2:25][CH2:24][C@@H:23]([NH:27][C:28](=[O:34])[O:29][C:30]([CH3:32])([CH3:31])[CH3:33])[CH2:22]2)=[C:4]2[C:10]([NH:11][C:12]([C:14]3[CH:18]=[C:17]([CH3:19])[O:16][N:15]=3)=[O:13])=[CH:9][NH:8][C:5]2=[N:6][CH:7]=1. The yield is 0.130. (3) The reactants are [CH2:1]([O:3][C:4](=[O:21])[C:5]1[CH:10]=[C:9]([O:11][C:12]([F:15])([F:14])[F:13])[C:8]([CH:16]=[CH2:17])=[CH:7][C:6]=1[N+:18]([O-])=O)[CH3:2].[Cl-].[NH4+]. The catalyst is [Zn]. The product is [CH2:1]([O:3][C:4](=[O:21])[C:5]1[CH:10]=[C:9]([O:11][C:12]([F:13])([F:14])[F:15])[C:8]([CH:16]=[CH2:17])=[CH:7][C:6]=1[NH2:18])[CH3:2]. The yield is 0.890. (4) The reactants are [O:1]=[C:2]1[N:6]([C:7]2[CH:14]=[CH:13][C:10]([C:11]#[N:12])=[C:9](C(F)(F)F)[CH:8]=2)[C@@H:5]2[CH2:19][CH2:20][CH2:21][CH2:22][C@H:4]2[NH:3]1.[F:23][C:24]1[CH:29]=[C:28](I)[CH:27]=[CH:26][C:25]=1[NH:31][C:32](=[O:34])[CH3:33]. No catalyst specified. The product is [C:11]([C:10]1[CH:9]=[CH:8][C:7]([N:6]2[C@@H:5]3[CH2:19][CH2:20][CH2:21][CH2:22][C@H:4]3[N:3]([C:28]3[CH:27]=[CH:26][C:25]([NH:31][C:32](=[O:34])[CH3:33])=[C:24]([F:23])[CH:29]=3)[C:2]2=[O:1])=[CH:14][CH:13]=1)#[N:12]. The yield is 0.340. (5) The catalyst is ClCCl.[NH4+].[O-][V](=O)=O.[Pt]. The product is [CH:20]([N:6]1[CH2:5][C:4](=[O:3])[NH:17][C:16]2[CH:15]=[C:10]([C:11]([O:13][CH3:14])=[O:12])[CH:9]=[N:8][C:7]1=2)([CH3:22])[CH3:21]. The reactants are C([O:3][C:4](=O)[CH2:5][N:6]([CH:20]([CH3:22])[CH3:21])[C:7]1[C:16]([N+:17]([O-])=O)=[CH:15][C:10]([C:11]([O:13][CH3:14])=[O:12])=[CH:9][N:8]=1)C.P(OC1C=CC=CC=1)(OC1C=CC=CC=1)OC1C=CC=CC=1.[H][H]. The yield is 0.930. (6) The reactants are [N+:1]([C:4]1[CH:13]=[C:12]2[C:7]([CH2:8][CH2:9][CH2:10][CH:11]2[OH:14])=[CH:6][CH:5]=1)([O-])=O. The catalyst is CO. The product is [NH2:1][C:4]1[CH:13]=[C:12]2[C:7]([CH2:8][CH2:9][CH2:10][CH:11]2[OH:14])=[CH:6][CH:5]=1. The yield is 0.950. (7) The reactants are [Cl:1][C:2]1[N:7]=[N:6][C:5]([NH2:8])=[CH:4][CH:3]=1.Br[CH:10]([CH3:14])[C:11](=O)[CH3:12]. The catalyst is CCO. The product is [Cl:1][C:2]1[CH:3]=[CH:4][C:5]2[N:6]([C:10]([CH3:14])=[C:11]([CH3:12])[N:8]=2)[N:7]=1. The yield is 0.560. (8) The reactants are [Cl:1][C:2]1[C:10]2[N:9]=[C:8]3[N:11]([C:15]4[CH:20]=[CH:19][C:18]([Cl:21])=[CH:17][C:16]=4[Cl:22])[CH2:12][CH2:13][CH2:14][N:7]3[C:6]=2[C:5]([CH:23]([NH2:28])[C:24]([F:27])([F:26])[F:25])=[CH:4][CH:3]=1.N1C=CC=CC=1.[C:35](Cl)(=[O:37])[CH3:36].C(=O)([O-])O.[Na+]. The catalyst is O1CCCC1. The product is [Cl:1][C:2]1[C:10]2[N:9]=[C:8]3[N:11]([C:15]4[CH:20]=[CH:19][C:18]([Cl:21])=[CH:17][C:16]=4[Cl:22])[CH2:12][CH2:13][CH2:14][N:7]3[C:6]=2[C:5]([CH:23]([NH:28][C:35](=[O:37])[CH3:36])[C:24]([F:25])([F:26])[F:27])=[CH:4][CH:3]=1. The yield is 0.470. (9) The product is [OH:9][CH2:8][C:6]1[CH:7]=[C:2]([CH:3]=[C:4]([CH2:10][OH:11])[CH:5]=1)[O:1][CH2:21][CH2:22][O:23][C:24]1[CH:29]=[CH:28][C:27]([C:30](=[O:32])[CH3:31])=[CH:26][CH:25]=1. The yield is 0.860. The catalyst is CC(N(C)C)=O. The reactants are [OH:1][C:2]1[CH:3]=[C:4]([CH2:10][OH:11])[CH:5]=[C:6]([CH2:8][OH:9])[CH:7]=1.C(=O)([O-])[O-].[Na+].[Na+].[I-].[Na+].Br[CH2:21][CH2:22][O:23][C:24]1[CH:29]=[CH:28][C:27]([C:30](=[O:32])[CH3:31])=[CH:26][CH:25]=1.